Dataset: Reaction yield outcomes from USPTO patents with 853,638 reactions. Task: Predict the reaction yield, written as a fraction of the theoretical maximum amount of product (1.0 means a 100% yield; for example, 0.34 means a 34% yield). (1) The yield is 0.980. The product is [CH3:61][O:60][C:54]1[CH:55]=[C:56]([O:58][CH3:59])[CH:57]=[C:13]([O:12][CH3:11])[C:14]=1/[CH:15]=[CH:16]/[CH:17]([S:27]([CH:30](/[CH:40]=[CH:41]/[C:42]1[C:43]([O:52][CH3:53])=[CH:44][C:45]([O:50][CH3:51])=[CH:46][C:47]=1[O:48][CH3:49])[C:31]1[CH:36]=[CH:35][C:34]([O:37][CH3:38])=[C:33]([NH:39][C:8](=[O:9])[C:5]([O:4][C:1](=[O:3])[CH3:2])([CH3:7])[CH3:6])[CH:32]=1)(=[O:29])=[O:28])[C:18]1[CH:23]=[CH:22][C:21]([O:24][CH3:25])=[C:20]([NH:26][C:8](=[O:9])[C:5]([CH3:7])([O:4][C:1](=[O:3])[CH3:2])[CH3:6])[CH:19]=1. No catalyst specified. The reactants are [C:1]([O:4][C:5]([C:8](Cl)=[O:9])([CH3:7])[CH3:6])(=[O:3])[CH3:2].[CH3:11][O:12][C:13]1[CH:57]=[C:56]([O:58][CH3:59])[CH:55]=[C:54]([O:60][CH3:61])[C:14]=1/[CH:15]=[CH:16]/[CH:17]([S:27]([CH:30](/[CH:40]=[CH:41]/[C:42]1[C:47]([O:48][CH3:49])=[CH:46][C:45]([O:50][CH3:51])=[CH:44][C:43]=1[O:52][CH3:53])[C:31]1[CH:36]=[CH:35][C:34]([O:37][CH3:38])=[C:33]([NH2:39])[CH:32]=1)(=[O:29])=[O:28])[C:18]1[CH:23]=[CH:22][C:21]([O:24][CH3:25])=[C:20]([NH2:26])[CH:19]=1. (2) The reactants are [CH3:1][S:2][C:3]1[CH:19]=[CH:18][CH:17]=[CH:16][C:4]=1[CH2:5][N:6]1[C:11]([CH3:12])=[CH:10][C:9]([OH:13])=[C:8](I)[C:7]1=[O:15].[Cl-:20].[Li+]. The catalyst is CN(C=O)C. The product is [CH3:1][S:2][C:3]1[CH:19]=[CH:18][CH:17]=[CH:16][C:4]=1[CH2:5][N:6]1[C:11]([CH3:12])=[CH:10][C:9]([OH:13])=[C:8]([Cl:20])[C:7]1=[O:15]. The yield is 0.930. (3) The reactants are [C:1]([O:5][C:6]([N:8]1[CH2:13][CH2:12][C:11](=[C:14]([C:19]2[CH:24]=[CH:23][CH:22]=[CH:21][CH:20]=2)[C:15]([NH:17][NH2:18])=[O:16])[CH2:10][CH2:9]1)=[O:7])([CH3:4])([CH3:3])[CH3:2].CCN(C(C)C)C(C)C.[C:34](O[C:34](=O)[C:35]([CH3:37])=[CH2:36])(=O)[C:35]([CH3:37])=[CH2:36].C1C=CC(P(C2C=CC=CC=2)C2C=CC=CC=2)=CC=1.ClC(Cl)(Cl)C(Cl)(Cl)Cl. The catalyst is CC#N. The product is [C:1]([O:5][C:6]([N:8]1[CH2:9][CH2:10][C:11](=[C:14]([C:19]2[CH:20]=[CH:21][CH:22]=[CH:23][CH:24]=2)[C:15]2[O:16][C:36]([C:35]([CH3:37])=[CH2:34])=[N:18][N:17]=2)[CH2:12][CH2:13]1)=[O:7])([CH3:4])([CH3:2])[CH3:3]. The yield is 0.370. (4) The reactants are FC(F)(F)C1C=C(NC(=O)NC2C=CC(C3SC(CCC(O)=O)=NC=3)=CC=2)C=CC=1.[F:31][C:32]1[CH:37]=[CH:36][CH:35]=[CH:34][C:33]=1[NH:38][C:39](=[N:61][CH3:62])[NH:40][C:41]1[CH:46]=[CH:45][C:44]([C:47]2[S:51][C:50]([CH2:52][CH2:53][C:54]([CH3:60])([CH3:59])[C:55]([O:57]C)=[O:56])=[N:49][CH:48]=2)=[CH:43][CH:42]=1. No catalyst specified. The product is [F:31][C:32]1[CH:37]=[CH:36][CH:35]=[CH:34][C:33]=1[NH:38][C:39](=[N:61][CH3:62])[NH:40][C:41]1[CH:42]=[CH:43][C:44]([C:47]2[S:51][C:50]([CH2:52][CH2:53][C:54]([CH3:59])([CH3:60])[C:55]([OH:57])=[O:56])=[N:49][CH:48]=2)=[CH:45][CH:46]=1. The yield is 0.470. (5) The reactants are [CH3:1][S:2][C:3]1[N:4]=[CH:5][C:6]2[CH2:11][N:10](C(OC(C)(C)C)=O)[CH2:9][C:7]=2[N:8]=1.FC(F)(F)C(O)=O. The catalyst is ClCCl. The product is [CH3:1][S:2][C:3]1[N:4]=[CH:5][C:6]2[CH2:11][NH:10][CH2:9][C:7]=2[N:8]=1. The yield is 0.970.